From a dataset of NCI-60 drug combinations with 297,098 pairs across 59 cell lines. Regression. Given two drug SMILES strings and cell line genomic features, predict the synergy score measuring deviation from expected non-interaction effect. (1) Drug 2: C(CCl)NC(=O)N(CCCl)N=O. Cell line: SR. Drug 1: COC1=NC(=NC2=C1N=CN2C3C(C(C(O3)CO)O)O)N. Synergy scores: CSS=49.7, Synergy_ZIP=-1.39, Synergy_Bliss=-0.584, Synergy_Loewe=0.665, Synergy_HSA=0.694. (2) Drug 1: CN1C(=O)N2C=NC(=C2N=N1)C(=O)N. Drug 2: C1C(C(OC1N2C=NC(=NC2=O)N)CO)O. Cell line: NCIH23. Synergy scores: CSS=11.1, Synergy_ZIP=2.95, Synergy_Bliss=6.80, Synergy_Loewe=-3.33, Synergy_HSA=3.93.